From a dataset of Peptide-MHC class I binding affinity with 185,985 pairs from IEDB/IMGT. Regression. Given a peptide amino acid sequence and an MHC pseudo amino acid sequence, predict their binding affinity value. This is MHC class I binding data. The peptide sequence is ALIVAIWDK. The MHC is HLA-B40:01 with pseudo-sequence HLA-B40:01. The binding affinity (normalized) is 0.0847.